From a dataset of Reaction yield outcomes from USPTO patents with 853,638 reactions. Predict the reaction yield, written as a fraction of the theoretical maximum amount of product (1.0 means a 100% yield; for example, 0.34 means a 34% yield). (1) The reactants are [CH3:1][O:2][C:3]1[CH:4]=[C:5]2[C:10](=[CH:11][C:12]=1[O:13][CH3:14])[N:9]=[CH:8][CH:7]=[C:6]2[O:15][C:16]1[CH:21]=[CH:20][C:19]([NH:22][CH2:23][C:24]2[CH:29]=[CH:28][CH:27]=[CH:26][C:25]=2[N+:30]([O-])=O)=[CH:18][CH:17]=1.[Cl-].[NH4+]. The catalyst is C(O)C.O.O1CCCC1.[Fe]. The product is [CH3:1][O:2][C:3]1[CH:4]=[C:5]2[C:10](=[CH:11][C:12]=1[O:13][CH3:14])[N:9]=[CH:8][CH:7]=[C:6]2[O:15][C:16]1[CH:17]=[CH:18][C:19]([NH:22][CH2:23][C:24]2[CH:29]=[CH:28][CH:27]=[CH:26][C:25]=2[NH2:30])=[CH:20][CH:21]=1. The yield is 0.569. (2) No catalyst specified. The yield is 0.960. The reactants are [CH3:1][NH:2][CH2:3][CH2:4][C:5]([NH2:7])=[O:6].[Br:8][C:9]1[CH:10]=[CH:11][C:12]([S:15](Cl)(=[O:17])=[O:16])=[N:13][CH:14]=1. The product is [Br:8][C:9]1[CH:10]=[CH:11][C:12]([S:15]([N:2]([CH2:3][CH2:4][C:5]([NH2:7])=[O:6])[CH3:1])(=[O:17])=[O:16])=[N:13][CH:14]=1. (3) The reactants are [N+:1]([C:4]1[CH:5]=[C:6]2[NH:12]C(=O)[O:10][C:8](=O)[C:7]2=[CH:14][CH:15]=1)([O-:3])=[O:2].[CH3:16][O:17][C:18]1[CH:23]=[CH:22][C:21]([NH2:24])=[CH:20][CH:19]=1. No catalyst specified. The product is [NH2:12][C:6]1[CH:5]=[C:4]([N+:1]([O-:3])=[O:2])[CH:15]=[CH:14][C:7]=1[C:8]([NH:24][C:21]1[CH:22]=[CH:23][C:18]([O:17][CH3:16])=[CH:19][CH:20]=1)=[O:10]. The yield is 0.950.